This data is from Acute oral toxicity (LD50) regression data from Zhu et al.. The task is: Regression/Classification. Given a drug SMILES string, predict its toxicity properties. Task type varies by dataset: regression for continuous values (e.g., LD50, hERG inhibition percentage) or binary classification for toxic/non-toxic outcomes (e.g., AMES mutagenicity, cardiotoxicity, hepatotoxicity). Dataset: ld50_zhu. (1) The rat oral LD50 is 3.12, given as -log10 of the dose in mol/kg body weight (higher means more acutely toxic). The drug is CC(Cc1ccccc1)NCCC(c1ccccc1)c1ccccc1. (2) The molecule is C=COCCO. The rat oral LD50 is 1.35, given as -log10 of the dose in mol/kg body weight (higher means more acutely toxic). (3) The molecule is O=C(CF)NNc1ccccc1. The rat oral LD50 is 4.27, given as -log10 of the dose in mol/kg body weight (higher means more acutely toxic). (4) The molecule is CCSCCOc1ccc([N+](=O)[O-])cc1. The rat oral LD50 is 2.44, given as -log10 of the dose in mol/kg body weight (higher means more acutely toxic). (5) The drug is COc1coc(CSP(=O)(OC)OC)cc1=O. The rat oral LD50 is 4.09, given as -log10 of the dose in mol/kg body weight (higher means more acutely toxic). (6) The compound is CC(C)=CC(C)(C)COC(=O)C(C)C. The rat oral LD50 is 1.58, given as -log10 of the dose in mol/kg body weight (higher means more acutely toxic).